From a dataset of Catalyst prediction with 721,799 reactions and 888 catalyst types from USPTO. Predict which catalyst facilitates the given reaction. (1) Reactant: [NH2:1][C:2]1[C:15]([Br:16])=[CH:14][C:5]2[C:6]([C:9]([O:11]CC)=[O:10])=[CH:7][O:8][C:4]=2[CH:3]=1.O[Li].O.Cl. The catalyst class is: 38. Product: [NH2:1][C:2]1[C:15]([Br:16])=[CH:14][C:5]2[C:6]([C:9]([OH:11])=[O:10])=[CH:7][O:8][C:4]=2[CH:3]=1. (2) Reactant: [F:1][CH:2]([F:5])[CH2:3]Cl.[C:6]1(=[O:12])[NH:10][C:9](=[O:11])[CH2:8][CH2:7]1.C(=O)([O-])[O-].[K+].[K+]. Product: [F:1][CH:2]([F:5])[CH2:3][N:10]1[C:6](=[O:12])[CH2:7][CH2:8][C:9]1=[O:11]. The catalyst class is: 689. (3) Reactant: [C:1]([O:5][C:6](=[O:28])[C:7]([S:10][C:11]1[CH:16]=[CH:15][CH:14]=[C:13]([CH2:17][CH2:18][NH:19][C:20](=O)[CH2:21][CH2:22][CH2:23][CH2:24][CH2:25][CH3:26])[CH:12]=1)([CH3:9])[CH3:8])([CH3:4])([CH3:3])[CH3:2].[BH4-].[Na+].B(F)(F)F.CCOCC.CO. Product: [C:1]([O:5][C:6](=[O:28])[C:7]([S:10][C:11]1[CH:16]=[CH:15][CH:14]=[C:13]([CH2:17][CH2:18][NH:19][CH2:20][CH2:21][CH2:22][CH2:23][CH2:24][CH2:25][CH3:26])[CH:12]=1)([CH3:9])[CH3:8])([CH3:4])([CH3:3])[CH3:2]. The catalyst class is: 7. (4) Reactant: [F:1][C:2]1[CH:7]=[CH:6][C:5]([C@H:8]([NH:10][C:11](=[O:39])[C:12]2[CH:17]=[C:16]([N:18]([CH3:23])[S:19]([CH3:22])(=[O:21])=[O:20])[CH:15]=[C:14]([C:24]3[O:25][C:26]([C:29](O)([CH3:37])[CH2:30][C:31]4[CH:36]=[CH:35][CH:34]=[CH:33][CH:32]=4)=[CH:27][CH:28]=3)[CH:13]=2)[CH3:9])=[CH:4][CH:3]=1.[N-:40]=[N+]=[N-].[Na+].C(O)(C(F)(F)F)=O. Product: [F:1][C:2]1[CH:7]=[CH:6][C:5]([C@H:8]([NH:10][C:11](=[O:39])[C:12]2[CH:17]=[C:16]([N:18]([CH3:23])[S:19]([CH3:22])(=[O:21])=[O:20])[CH:15]=[C:14]([C:24]3[O:25][C:26]([C:29]([NH2:40])([CH3:37])[CH2:30][C:31]4[CH:32]=[CH:33][CH:34]=[CH:35][CH:36]=4)=[CH:27][CH:28]=3)[CH:13]=2)[CH3:9])=[CH:4][CH:3]=1. The catalyst class is: 22. (5) Reactant: [Si]([O:8][CH2:9][C@@H:10]([NH:18][S@](C(C)(C)C)=O)[C:11]1[CH:16]=[C:15]([CH3:17])[CH:14]=[CH:13][N:12]=1)(C(C)(C)C)(C)C.[ClH:25]. Product: [ClH:25].[ClH:25].[NH2:18][C@@H:10]([C:11]1[CH:16]=[C:15]([CH3:17])[CH:14]=[CH:13][N:12]=1)[CH2:9][OH:8]. The catalyst class is: 71.